From a dataset of Forward reaction prediction with 1.9M reactions from USPTO patents (1976-2016). Predict the product of the given reaction. (1) Given the reactants [Cl:1][C:2]1[CH:7]=[C:6]([Cl:8])[CH:5]=[CH:4][C:3]=1[NH:9][C:10]1[O:14][C:13]([C:15]([NH:17][C:18]2[CH:19]=[CH:20][C:21]([O:24][CH:25]3[CH2:30][CH2:29][C:28]([CH3:36])([C:31]([O:33]CC)=[O:32])[CH2:27][CH2:26]3)=[N:22][CH:23]=2)=[O:16])=[N:12][N:11]=1.C[Si](C)(C)[O-].[K+], predict the reaction product. The product is: [Cl:1][C:2]1[CH:7]=[C:6]([Cl:8])[CH:5]=[CH:4][C:3]=1[NH:9][C:10]1[O:14][C:13]([C:15]([NH:17][C:18]2[CH:19]=[CH:20][C:21]([O:24][CH:25]3[CH2:26][CH2:27][C:28]([CH3:36])([C:31]([OH:33])=[O:32])[CH2:29][CH2:30]3)=[N:22][CH:23]=2)=[O:16])=[N:12][N:11]=1. (2) Given the reactants [C:1]1([S:7]([N:10]2[C:18]3[C:13](=[CH:14][C:15](Br)=[CH:16][CH:17]=3)[C:12]([CH2:20][CH2:21][NH:22][C:23]([O:25][C:26]([CH3:29])([CH3:28])[CH3:27])=[O:24])=[CH:11]2)(=[O:9])=[O:8])[CH:6]=[CH:5][CH:4]=[CH:3][CH:2]=1.C(=O)([O-])[O-].[Cs+].[Cs+].[CH:36]1[C:45]2[C:40](=[CH:41][CH:42]=[CH:43][CH:44]=2)[CH:39]=[CH:38][C:37]=1B(O)O, predict the reaction product. The product is: [C:1]1([S:7]([N:10]2[C:18]3[C:13](=[CH:14][C:15]([C:38]4[CH:37]=[CH:36][C:45]5[C:40](=[CH:41][CH:42]=[CH:43][CH:44]=5)[CH:39]=4)=[CH:16][CH:17]=3)[C:12]([CH2:20][CH2:21][NH:22][C:23]([O:25][C:26]([CH3:29])([CH3:28])[CH3:27])=[O:24])=[CH:11]2)(=[O:9])=[O:8])[CH:6]=[CH:5][CH:4]=[CH:3][CH:2]=1. (3) Given the reactants [CH3:1][S:2][C:3]1[NH:4][C:5](=[O:36])[C:6]2[C:11]([C:12]3[CH:17]=[CH:16][CH:15]=[CH:14][CH:13]=3)=[C:10]([C:18]3[CH:23]=[CH:22][C:21]([C:24]4([NH:28][C:29](=[O:35])[O:30][C:31]([CH3:34])([CH3:33])[CH3:32])[CH2:27][CH2:26][CH2:25]4)=[CH:20][CH:19]=3)[O:9][C:7]=2[N:8]=1.C([O-])([O-])=O.[Cs+].[Cs+].[F:43][CH2:44][CH2:45]I, predict the reaction product. The product is: [F:43][CH2:44][CH2:45][N:4]1[C:5](=[O:36])[C:6]2[C:11]([C:12]3[CH:13]=[CH:14][CH:15]=[CH:16][CH:17]=3)=[C:10]([C:18]3[CH:23]=[CH:22][C:21]([C:24]4([NH:28][C:29](=[O:35])[O:30][C:31]([CH3:33])([CH3:32])[CH3:34])[CH2:25][CH2:26][CH2:27]4)=[CH:20][CH:19]=3)[O:9][C:7]=2[N:8]=[C:3]1[S:2][CH3:1]. (4) Given the reactants [N:1]1[C:9]2[C:4](=[N:5][CH:6]=[CH:7][CH:8]=2)[N:3]([C:10]2[CH:15]=[CH:14][C:13]([CH2:16][C:17]([OH:19])=O)=[C:12]([CH3:20])[CH:11]=2)[CH:2]=1.[CH3:21][N:22]1[CH2:27][CH2:26][N:25]([CH2:28][C:29]2[CH:34]=[CH:33][C:32]([NH2:35])=[CH:31][C:30]=2[C:36]([F:39])([F:38])[F:37])[CH2:24][CH2:23]1, predict the reaction product. The product is: [N:1]1[C:9]2[C:4](=[N:5][CH:6]=[CH:7][CH:8]=2)[N:3]([C:10]2[CH:15]=[CH:14][C:13]([CH2:16][C:17]([NH:35][C:32]3[CH:33]=[CH:34][C:29]([CH2:28][N:25]4[CH2:24][CH2:23][N:22]([CH3:21])[CH2:27][CH2:26]4)=[C:30]([C:36]([F:39])([F:38])[F:37])[CH:31]=3)=[O:19])=[C:12]([CH3:20])[CH:11]=2)[CH:2]=1.